Dataset: Forward reaction prediction with 1.9M reactions from USPTO patents (1976-2016). Task: Predict the product of the given reaction. (1) Given the reactants [F:1][C:2]1[CH:3]=[C:4]([CH:20]=[CH:21][CH:22]=1)[CH2:5][O:6][C:7]1[CH:19]=[CH:18][C:10]([O:11][CH:12]2[CH2:17][CH2:16][NH:15][CH2:14][CH2:13]2)=[CH:9][CH:8]=1.C1([O:29][C:30](=O)[NH:31][C:32]2[CH:33]=[N:34][C:35]([C:38]#[N:39])=[CH:36][CH:37]=2)C=CC=CC=1, predict the reaction product. The product is: [C:38]([C:35]1[N:34]=[CH:33][C:32]([NH:31][C:30]([N:15]2[CH2:16][CH2:17][CH:12]([O:11][C:10]3[CH:18]=[CH:19][C:7]([O:6][CH2:5][C:4]4[CH:20]=[CH:21][CH:22]=[C:2]([F:1])[CH:3]=4)=[CH:8][CH:9]=3)[CH2:13][CH2:14]2)=[O:29])=[CH:37][CH:36]=1)#[N:39]. (2) Given the reactants [F:1][C:2]([F:7])([F:6])[C@@H:3]([OH:5])[CH3:4].F[C:9]1[CH:14]=[CH:13][C:12]([N+:15]([O-])=O)=[CH:11][CH:10]=1, predict the reaction product. The product is: [F:1][C:2]([F:7])([F:6])[C@H:3]([CH3:4])[O:5][C:9]1[CH:14]=[CH:13][C:12]([NH2:15])=[CH:11][CH:10]=1. (3) Given the reactants [CH3:1][O:2][C:3]1[CH:4]=[CH:5][C:6]2[NH:11][C:10]3[CH2:12][CH:13]([CH3:21])[N:14]([NH:17]C(=O)C)[C:15](=[O:16])[C:9]=3[S:8][C:7]=2[CH:22]=1.Cl, predict the reaction product. The product is: [NH2:17][N:14]1[CH:13]([CH3:21])[CH2:12][C:10]2[NH:11][C:6]3[CH:5]=[CH:4][C:3]([O:2][CH3:1])=[CH:22][C:7]=3[S:8][C:9]=2[C:15]1=[O:16]. (4) Given the reactants [N+:1]([C:4]1[CH:9]=[CH:8][C:7]([O:10][CH2:11][CH2:12][CH3:13])=[CH:6][C:5]=1[NH:14][C:15](=[O:23])[CH2:16][CH:17]1[CH2:22][CH2:21][CH2:20][CH2:19][NH:18]1)([O-])=O, predict the reaction product. The product is: [NH2:1][C:4]1[CH:9]=[CH:8][C:7]([O:10][CH2:11][CH2:12][CH3:13])=[CH:6][C:5]=1[NH:14][C:15](=[O:23])[CH2:16][CH:17]1[CH2:22][CH2:21][CH2:20][CH2:19][NH:18]1.